Predict the reactants needed to synthesize the given product. From a dataset of Full USPTO retrosynthesis dataset with 1.9M reactions from patents (1976-2016). (1) Given the product [CH2:1]([O:3][C:4]([C:6]1[C:10]([Br:11])=[C:9]([C:12]2[CH:13]=[CH:14][C:15]([F:18])=[CH:16][CH:17]=2)[N:8]([C:19]2[CH:24]=[CH:23][CH:22]=[CH:21][CH:20]=2)[C:7]=1[CH2:25][N:32]([C:33]([O:35][C:36]([CH3:37])([CH3:39])[CH3:38])=[O:34])[CH2:31][C:30]([O:29][CH2:27][CH3:28])=[O:40])=[O:5])[CH3:2], predict the reactants needed to synthesize it. The reactants are: [CH2:1]([O:3][C:4]([C:6]1[C:10]([Br:11])=[C:9]([C:12]2[CH:17]=[CH:16][C:15]([F:18])=[CH:14][CH:13]=2)[N:8]([C:19]2[CH:24]=[CH:23][CH:22]=[CH:21][CH:20]=2)[C:7]=1[CH2:25]Br)=[O:5])[CH3:2].[CH2:27]([O:29][C:30](=[O:40])[CH2:31][NH:32][C:33]([O:35][C:36]([CH3:39])([CH3:38])[CH3:37])=[O:34])[CH3:28]. (2) Given the product [Cl:19][C:20]1[N:25]=[C:24]([C:2]2[CH:7]=[C:6]([CH3:8])[CH:5]=[C:4]([C:9]3[CH:14]=[CH:13][C:12]([C:15]([F:18])([F:17])[F:16])=[CH:11][CH:10]=3)[N:3]=2)[CH:23]=[CH:22][N:21]=1, predict the reactants needed to synthesize it. The reactants are: I[C:2]1[CH:7]=[C:6]([CH3:8])[CH:5]=[C:4]([C:9]2[CH:14]=[CH:13][C:12]([C:15]([F:18])([F:17])[F:16])=[CH:11][CH:10]=2)[N:3]=1.[Cl:19][C:20]1[N:25]=[C:24](Cl)[CH:23]=[CH:22][N:21]=1. (3) Given the product [Br:1][C:2]1[CH:3]=[CH:4][C:5]([CH:10]=[O:11])=[N:6][C:7]=1[O:8][CH3:9], predict the reactants needed to synthesize it. The reactants are: [Br:1][C:2]1[CH:3]=[CH:4][C:5]([CH2:10][OH:11])=[N:6][C:7]=1[O:8][CH3:9]. (4) Given the product [F:34][C:3]([F:2])([F:33])[C:4]1[CH:28]=[C:27]([C:29]([F:31])([F:32])[F:30])[CH:26]=[CH:25][C:5]=1[CH2:6][N:7]1[CH2:12][CH2:11][CH:10](/[CH:13]=[C:14]2/[C:15]([NH:20][CH2:21][C:22]([N:44]3[CH2:48][CH2:47][CH:46]([OH:49])[CH2:45]3)=[O:23])=[N:16][C:17](=[O:19])[S:18]/2)[CH2:9][CH2:8]1, predict the reactants needed to synthesize it. The reactants are: Cl.[F:2][C:3]([F:34])([F:33])[C:4]1[CH:28]=[C:27]([C:29]([F:32])([F:31])[F:30])[CH:26]=[CH:25][C:5]=1[CH2:6][N:7]1[CH2:12][CH2:11][CH:10](/[CH:13]=[C:14]2/[C:15]([NH:20][CH2:21][C:22](O)=[O:23])=[N:16][C:17](=[O:19])[S:18]/2)[CH2:9][CH2:8]1.C(N(C(C)C)C(C)C)C.[NH:44]1[CH2:48][CH2:47][CH:46]([OH:49])[CH2:45]1.F[P-](F)(F)(F)(F)F.C(C(=NO[C+](N(C)C)N1CCOCC1)C(OCC)=O)#N. (5) Given the product [NH:41]1[CH2:42][CH2:43][CH2:44][C@H:40]1[C:37]1[NH:38][CH:39]=[C:35]([C:32]2[S:31][C:30]([C:28]3[S:29][C:25]([C:22]4[N:21]=[C:20]([C@@H:16]5[CH2:17][CH2:18][CH2:19][NH:15]5)[NH:24][CH:23]=4)=[CH:26][N:27]=3)=[N:34][CH:33]=2)[N:36]=1, predict the reactants needed to synthesize it. The reactants are: C(O)(C(F)(F)F)=O.C(OC([N:15]1[CH2:19][CH2:18][CH2:17][C@H:16]1[C:20]1[NH:21][C:22]([C:25]2[S:29][C:28]([C:30]3[S:31][C:32]([C:35]4[N:36]=[C:37]([C@@H:40]5[CH2:44][CH2:43][CH2:42][N:41]5C(OC(C)(C)C)=O)[NH:38][CH:39]=4)=[CH:33][N:34]=3)=[N:27][CH:26]=2)=[CH:23][N:24]=1)=O)(C)(C)C. (6) Given the product [C:18]([O:23][CH:24]([O:26][C:27]([NH:12][CH2:11][C:4]1([CH2:7][C:8]([OH:10])=[O:9])[CH2:3][CH2:2][CH2:1][CH2:6][CH2:5]1)=[O:28])[CH3:25])(=[O:22])[CH:19]([CH3:21])[CH3:20], predict the reactants needed to synthesize it. The reactants are: [CH2:1]1[CH2:6][CH2:5][C:4]([CH2:11][NH2:12])([CH2:7][C:8]([OH:10])=[O:9])[CH2:3][CH2:2]1.C(=O)(O)[O-].[Na+].[C:18]([O:23][CH:24]([O:26][C:27](OC1CC(=O)NC1=O)=[O:28])[CH3:25])(=[O:22])[CH:19]([CH3:21])[CH3:20]. (7) Given the product [Cl:1][C:2]1[CH:3]=[CH:4][C:5]2[N:6]([CH:8]=[C:9]([CH2:11][N:26]3[CH2:27][CH2:28][CH:23]([C:21]([O:20][CH3:19])=[O:22])[CH2:24][CH2:25]3)[N:10]=2)[N:7]=1, predict the reactants needed to synthesize it. The reactants are: [Cl:1][C:2]1[CH:3]=[CH:4][C:5]2[N:6]([CH:8]=[C:9]([CH2:11]Cl)[N:10]=2)[N:7]=1.C(=O)([O-])[O-].[Na+].[Na+].[CH3:19][O:20][C:21]([CH:23]1[CH2:28][CH2:27][NH:26][CH2:25][CH2:24]1)=[O:22]. (8) Given the product [NH:3]1[CH2:2][CH2:1][N:4]=[C:5]1[C:6]1[CH:12]=[CH:11][CH:10]=[CH:9][C:7]=1[SH:8], predict the reactants needed to synthesize it. The reactants are: [CH2:1]([NH2:4])[CH2:2][NH2:3].[C:5](O)(=O)[C:6]1[C:7](=[CH:9][CH:10]=[CH:11][CH:12]=1)[SH:8].CO.